This data is from Forward reaction prediction with 1.9M reactions from USPTO patents (1976-2016). The task is: Predict the product of the given reaction. (1) The product is: [Br:1][C:2]1[CH:24]=[CH:23][C:5]2[NH:6][C:7]([C@@H:9]3[CH2:13][C:12]([F:15])([F:14])[CH2:11][NH:10]3)=[N:8][C:4]=2[CH:3]=1. Given the reactants [Br:1][C:2]1[CH:24]=[CH:23][C:5]2[NH:6][C:7]([C@@H:9]3[CH2:13][C:12]([F:15])([F:14])[CH2:11][N:10]3C(OC(C)(C)C)=O)=[N:8][C:4]=2[CH:3]=1.C(O)(C(F)(F)F)=O, predict the reaction product. (2) Given the reactants Br[C:2]1[N:7]=[C:6]2[NH:8][C:9]([C:11]3[CH:16]=[CH:15][N:14]=[C:13]([CH:17]4[CH2:19][CH2:18]4)[N:12]=3)=[N:10][C:5]2=[N:4][CH:3]=1.[NH:20]1[CH2:25][CH2:24][CH2:23][C@@H:22]([C:26]([N:28]2[CH2:32][CH2:31][CH2:30][CH2:29]2)=[O:27])[CH2:21]1.C(=O)([O-])[O-].[K+].[K+].[F-].[Cs+], predict the reaction product. The product is: [CH:17]1([C:13]2[N:12]=[C:11]([C:9]3[NH:8][C:6]4=[N:7][C:2]([N:20]5[CH2:25][CH2:24][CH2:23][C@@H:22]([C:26]([N:28]6[CH2:29][CH2:30][CH2:31][CH2:32]6)=[O:27])[CH2:21]5)=[CH:3][N:4]=[C:5]4[N:10]=3)[CH:16]=[CH:15][N:14]=2)[CH2:19][CH2:18]1. (3) Given the reactants [N:1]1([CH2:5][CH2:6][N:7]2[CH:11]=[C:10]([C:12]3[CH:17]=[CH:16][C:15]([F:18])=[C:14]([CH3:19])[CH:13]=3)[N:9]=[C:8]2[C:20]2([O:26][Si](C(C)(C)C)(C)C)[CH2:25][CH2:24][NH:23][CH2:22][CH2:21]2)[CH2:4][CH2:3][CH2:2]1.Cl[C:35]1[N:40]=[CH:39][N:38]=[C:37]([NH2:41])[C:36]=1[CH2:42][CH3:43], predict the reaction product. The product is: [NH2:41][C:37]1[N:38]=[CH:39][N:40]=[C:35]([N:23]2[CH2:22][CH2:21][C:20]([C:8]3[N:7]([CH2:6][CH2:5][N:1]4[CH2:2][CH2:3][CH2:4]4)[CH:11]=[C:10]([C:12]4[CH:17]=[CH:16][C:15]([F:18])=[C:14]([CH3:19])[CH:13]=4)[N:9]=3)([OH:26])[CH2:25][CH2:24]2)[C:36]=1[CH2:42][CH3:43].